From a dataset of Forward reaction prediction with 1.9M reactions from USPTO patents (1976-2016). Predict the product of the given reaction. (1) The product is: [Cl:12][C:13]1[CH:14]=[CH:15][CH:16]=[C:17]2[C:22]=1[N:21]=[C:20]([NH:4][CH2:3][C:2]([F:6])([F:5])[F:1])[CH:19]=[C:18]2[O:28][CH2:29][C:30]1[CH:35]=[CH:34][C:33]([O:36][CH3:37])=[CH:32][CH:31]=1. Given the reactants [F:1][C:2]([F:6])([F:5])[CH2:3][NH2:4].[Li]CCCC.[Cl:12][C:13]1[CH:14]=[CH:15][CH:16]=[C:17]2[C:22]=1[N:21]=[C:20](S(CC)(=O)=O)[CH:19]=[C:18]2[O:28][CH2:29][C:30]1[CH:35]=[CH:34][C:33]([O:36][CH3:37])=[CH:32][CH:31]=1, predict the reaction product. (2) Given the reactants [NH2:1][C:2]1[N:7]=[C:6](Cl)[N:5]=[C:4]([Cl:9])[N:3]=1.[CH2:10]([NH2:13])[CH2:11][CH3:12].[OH-].[Na+], predict the reaction product. The product is: [NH2:1][C:2]1[N:3]=[C:4]([Cl:9])[N:5]=[C:6]([NH:13][CH2:10][CH2:11][CH3:12])[N:7]=1. (3) Given the reactants [C:1]([C:4]1[C:12]2[C:7](=[CH:8][C:9]([O:15][CH3:16])=[C:10]([O:13][CH3:14])[CH:11]=2)[N:6]([CH2:17][C:18]([O:20]C(C)(C)C)=[O:19])[N:5]=1)(=[O:3])[CH3:2].C(C1C2C(=CC=C(OC(F)(F)F)C=2)N(CC(O)=O)C=1)(=O)C, predict the reaction product. The product is: [C:1]([C:4]1[C:12]2[C:7](=[CH:8][C:9]([O:15][CH3:16])=[C:10]([O:13][CH3:14])[CH:11]=2)[N:6]([CH2:17][C:18]([OH:20])=[O:19])[N:5]=1)(=[O:3])[CH3:2]. (4) The product is: [Cl:1][C:2]1[C:3]([CH:8]([NH2:9])[C:20]2[CH:21]=[CH:22][C:23]([O:26][C:27]3[CH:32]=[CH:31][CH:30]=[CH:29][CH:28]=3)=[CH:24][CH:25]=2)=[N:4][CH:5]=[CH:6][N:7]=1. Given the reactants [Cl:1][C:2]1[C:3]([CH:8]([C:20]2[CH:25]=[CH:24][C:23]([O:26][C:27]3[CH:32]=[CH:31][CH:30]=[CH:29][CH:28]=3)=[CH:22][CH:21]=2)[N:9]2C(=O)C3C(=CC=CC=3)C2=O)=[N:4][CH:5]=[CH:6][N:7]=1.NN.CCO, predict the reaction product. (5) Given the reactants S(Cl)(Cl)=O.N1C=CC=CC=1.[Cl:11][C:12]1[CH:13]=[C:14]2[C:18](=[CH:19][CH:20]=1)[NH:17][C:16]([C:21]([OH:23])=O)=[CH:15]2.Cl.[Cl:25][C:26]1[CH:31]=[CH:30][CH:29]=[CH:28][C:27]=1[CH2:32][N:33]1[C:37]([C:38]2[C:43]([O:44][CH3:45])=[CH:42][C:41]([CH3:46])=[CH:40][C:39]=2[O:47][CH3:48])=[N:36][C:35]([NH2:49])=[N:34]1, predict the reaction product. The product is: [Cl:25][C:26]1[CH:31]=[CH:30][CH:29]=[CH:28][C:27]=1[CH2:32][N:33]1[C:37]([C:38]2[C:39]([O:47][CH3:48])=[CH:40][C:41]([CH3:46])=[CH:42][C:43]=2[O:44][CH3:45])=[N:36][C:35]([NH:49][C:21]([C:16]2[NH:17][C:18]3[C:14]([CH:15]=2)=[CH:13][C:12]([Cl:11])=[CH:20][CH:19]=3)=[O:23])=[N:34]1. (6) Given the reactants [CH2:1]([O:5][C:6]1[CH:11]=[CH:10][C:9]([S:12](Cl)(=[O:14])=[O:13])=[CH:8][C:7]=1[C:16]1[NH:17][C:18](=[S:29])[C:19]2[N:24]([CH3:25])[N:23]=[C:22]([CH2:26][CH2:27][CH3:28])[C:20]=2[N:21]=1)[CH2:2][CH2:3][CH3:4].[CH3:30][N:31]1[CH2:36][CH2:35][NH:34][CH2:33][CH2:32]1, predict the reaction product. The product is: [CH2:1]([O:5][C:6]1[CH:11]=[CH:10][C:9]([S:12]([N:34]2[CH2:35][CH2:36][N:31]([CH3:30])[CH2:32][CH2:33]2)(=[O:14])=[O:13])=[CH:8][C:7]=1[C:16]1[NH:17][C:18](=[S:29])[C:19]2[N:24]([CH3:25])[N:23]=[C:22]([CH2:26][CH2:27][CH3:28])[C:20]=2[N:21]=1)[CH2:2][CH2:3][CH3:4]. (7) Given the reactants [Cl:1][C:2]1[CH:3]=[C:4]([S:9]([NH:12][C:13]2[CH:14]=[C:15]([CH:30]=[CH:31][CH:32]=2)[C:16]([NH:18][C:19]2[CH:27]=[CH:26][C:22]([C:23]([OH:25])=[O:24])=[C:21]([O:28][CH3:29])[CH:20]=2)=[O:17])(=[O:11])=[O:10])[CH:5]=[CH:6][C:7]=1[Cl:8].Cl[C:34]1C=C(S(Cl)(=O)=O)C=C[C:39]=1Cl, predict the reaction product. The product is: [CH2:34]([O:24][C:23](=[O:25])[C:22]1[CH:26]=[CH:27][C:19]([NH:18][C:16](=[O:17])[C:15]2[CH:30]=[CH:31][CH:32]=[C:13]([NH:12][S:9]([C:4]3[CH:5]=[CH:6][C:7]([Cl:8])=[C:2]([Cl:1])[CH:3]=3)(=[O:10])=[O:11])[CH:14]=2)=[CH:20][C:21]=1[O:28][CH3:29])[CH3:39].